From a dataset of Reaction yield outcomes from USPTO patents with 853,638 reactions. Predict the reaction yield, written as a fraction of the theoretical maximum amount of product (1.0 means a 100% yield; for example, 0.34 means a 34% yield). (1) The reactants are [CH2:1]([C:3]1([CH2:14][CH3:15])[O:7][B:6]([OH:8])[C:5]2[CH:9]=[CH:10][C:11]([CH3:13])=[CH:12][C:4]1=2)[CH3:2].C(OOC(=O)C1C=CC=CC=1)(=[O:23])C1C=CC=CC=1.C1C(=O)N(Br)C(=O)C1.C([O-])([O-])=O.[Na+].[Na+].Cl. The catalyst is C(Cl)(Cl)(Cl)Cl. The product is [CH2:14]([C:3]1([CH2:1][CH3:2])[O:7][B:6]([OH:8])[C:5]2[CH:9]=[CH:10][C:11]([CH:13]=[O:23])=[CH:12][C:4]1=2)[CH3:15]. The yield is 0.560. (2) The reactants are [Cl:1][C:2]1[CH:7]=[CH:6][C:5]([CH:8](O)[C:9]2[CH:14]=[CH:13][C:12]([C:15]3[NH:19][C:18]4[CH:20]=[CH:21][C:22]([C:24]([NH2:26])=[O:25])=[CH:23][C:17]=4[N:16]=3)=[CH:11][CH:10]=2)=[CH:4][CH:3]=1.S(Cl)(Cl)=O.[NH:32]1[CH2:37][CH2:36][NH:35][CH2:34][CH2:33]1. The catalyst is C(Cl)Cl. The product is [Cl:1][C:2]1[CH:7]=[CH:6][C:5]([CH:8]([N:32]2[CH2:37][CH2:36][NH:35][CH2:34][CH2:33]2)[C:9]2[CH:14]=[CH:13][C:12]([C:15]3[NH:19][C:18]4[CH:20]=[CH:21][C:22]([C:24]([NH2:26])=[O:25])=[CH:23][C:17]=4[N:16]=3)=[CH:11][CH:10]=2)=[CH:4][CH:3]=1. The yield is 0.770. (3) The reactants are [NH2:1][C:2]1[N:7]=[CH:6][C:5]([N:8]([CH3:28])[C:9](=[O:27])[C:10]([C:13]2[CH:18]=[C:17]([C:19]([F:22])([F:21])[F:20])[CH:16]=[C:15]([C:23]([F:26])([F:25])[F:24])[CH:14]=2)([CH3:12])[CH3:11])=[C:4]([C:29]2[CH:34]=[CH:33][CH:32]=[CH:31][C:30]=2[CH3:35])[CH:3]=1.C[Si](C)(C)Cl.[C:41](Cl)(=[O:47])[CH2:42][CH2:43][C:44](Cl)=[O:45]. The catalyst is N1C=CC=CC=1. The product is [F:22][C:19]([F:20])([F:21])[C:17]1[CH:18]=[C:13]([C:10]([CH3:12])([CH3:11])[C:9]([N:8]([C:5]2[CH:6]=[N:7][C:2]([N:1]3[C:44](=[O:45])[CH2:43][CH2:42][C:41]3=[O:47])=[CH:3][C:4]=2[C:29]2[CH:34]=[CH:33][CH:32]=[CH:31][C:30]=2[CH3:35])[CH3:28])=[O:27])[CH:14]=[C:15]([C:23]([F:26])([F:24])[F:25])[CH:16]=1. The yield is 0.250.